Predict the product of the given reaction. From a dataset of Forward reaction prediction with 1.9M reactions from USPTO patents (1976-2016). (1) Given the reactants [CH3:1][C:2]([CH3:9])([CH2:7][OH:8])[C@H:3]([OH:6])[CH2:4][OH:5].[CH3:10][S:11](Cl)(=[O:13])=[O:12].Cl, predict the reaction product. The product is: [CH3:10][S:11]([O:5][CH2:4][C@@H:3]([OH:6])[C:2]([CH3:9])([CH3:1])[CH2:7][O:8][S:11]([CH3:10])(=[O:13])=[O:12])(=[O:13])=[O:12]. (2) The product is: [CH2:26]([NH:25][C:23](=[O:24])[NH:22][C:21]1[S:20][C:19]2[CH:28]=[CH:29][CH:30]=[CH:31][C:18]=2[C:17]=1[C:15]([N:12]1[CH2:11][CH2:10][C:9]2([N:8]=[C:45]([CH2:44][CH2:43][C:42]([O:41][CH2:39][CH3:40])=[O:50])[NH:34][C:32]2=[O:33])[CH2:14][CH2:13]1)=[O:16])[CH3:27]. Given the reactants OC(C(F)(F)F)=O.[NH2:8][C:9]1([C:32]([NH2:34])=[O:33])[CH2:14][CH2:13][N:12]([C:15]([C:17]2[C:18]3[CH:31]=[CH:30][CH:29]=[CH:28][C:19]=3[S:20][C:21]=2[NH:22][C:23]([NH:25][CH2:26][CH3:27])=[O:24])=[O:16])[CH2:11][CH2:10]1.C(O)(=O)C.[CH2:39]([O:41][C:42](OCC)([O:50]CC)[CH2:43][CH2:44][C:45](OCC)=O)[CH3:40], predict the reaction product. (3) Given the reactants [OH:1][C:2]1[CH:3]=[C:4]([CH3:8])[CH:5]=[CH:6][CH:7]=1.[F:9][C:10]([F:14])([F:13])[CH2:11]I.C(=O)([O-])[O-].[K+].[K+], predict the reaction product. The product is: [F:9][C:10]([F:14])([F:13])[CH2:11][O:1][C:2]1[CH:3]=[C:4]([CH3:8])[CH:5]=[CH:6][CH:7]=1.